From a dataset of Full USPTO retrosynthesis dataset with 1.9M reactions from patents (1976-2016). Predict the reactants needed to synthesize the given product. Given the product [BrH:15].[NH2:13][C:12]1[S:11][C:10]2[CH:2]=[CH:3][CH:4]=[C:5]([C:6]([OH:8])=[O:7])[C:9]=2[N:14]=1, predict the reactants needed to synthesize it. The reactants are: N[C:2]1[CH:10]=[CH:9][C:5]([C:6]([OH:8])=[O:7])=[CH:4][CH:3]=1.[S-:11][C:12]#[N:13].[NH4+:14].[Br:15]Br.